Dataset: Peptide-MHC class II binding affinity with 134,281 pairs from IEDB. Task: Regression. Given a peptide amino acid sequence and an MHC pseudo amino acid sequence, predict their binding affinity value. This is MHC class II binding data. (1) The peptide sequence is GELQIVDKIDAAAKI. The MHC is DRB1_0101 with pseudo-sequence DRB1_0101. The binding affinity (normalized) is 0.570. (2) The peptide sequence is VAAFTEALRIIAGVL. The MHC is DRB3_0202 with pseudo-sequence DRB3_0202. The binding affinity (normalized) is 0.319.